This data is from Catalyst prediction with 721,799 reactions and 888 catalyst types from USPTO. The task is: Predict which catalyst facilitates the given reaction. (1) Reactant: [C:1]([O:5][C:6]([NH:8][C@@H:9]([CH2:22][CH:23]([CH3:25])[CH3:24])[CH2:10]OS(C1C=CC(C)=CC=1)(=O)=O)=[O:7])([CH3:4])([CH3:3])[CH3:2].C(=O)([O-])[O-].[K+].[K+].[N:32]1[N:33]=[C:34]([SH:37])[NH:35][CH:36]=1.Cl. Product: [C:1]([O:5][C:6](=[O:7])[NH:8][C@H:9]([CH2:10][S:37][C:34]1[NH:35][CH:36]=[N:32][N:33]=1)[CH2:22][CH:23]([CH3:24])[CH3:25])([CH3:2])([CH3:3])[CH3:4]. The catalyst class is: 95. (2) Product: [CH3:1][C:2]1[CH:22]=[C:21]([C:23]2[C:27]([CH3:28])=[C:26]([C:29]([O:31][CH2:32][CH3:33])=[O:30])[N:25]([CH3:38])[N:24]=2)[CH:20]=[CH:19][C:3]=1[O:4][CH2:5][C:6]1[CH:11]=[CH:10][CH:9]=[CH:8][C:7]=1[N:12]1[C:16](=[O:17])[N:15]([CH3:18])[N:14]=[N:13]1. Reactant: [CH3:1][C:2]1[CH:22]=[C:21]([C:23]2[C:27]([CH3:28])=[C:26]([C:29]([O:31][CH2:32][CH3:33])=[O:30])[NH:25][N:24]=2)[CH:20]=[CH:19][C:3]=1[O:4][CH2:5][C:6]1[CH:11]=[CH:10][CH:9]=[CH:8][C:7]=1[N:12]1[C:16](=[O:17])[N:15]([CH3:18])[N:14]=[N:13]1.S(OC)(O[CH3:38])(=O)=O.C1(C)C=CC=CC=1. The catalyst class is: 6. (3) Reactant: [CH:1]([CH:3]1[CH2:12][C:11]2[C:6](=[CH:7][CH:8]=[CH:9][CH:10]=2)[CH2:5][N:4]1[C:13]([O:15][C:16]([CH3:19])([CH3:18])[CH3:17])=[O:14])=O.[CH2:20]([O:22][C:23]([CH:25]=P(C1C=CC=CC=1)(C1C=CC=CC=1)C1C=CC=CC=1)=[O:24])[CH3:21]. Product: [CH2:20]([O:22][C:23](=[O:24])/[CH:25]=[CH:1]/[CH:3]1[CH2:12][C:11]2[C:6](=[CH:7][CH:8]=[CH:9][CH:10]=2)[CH2:5][N:4]1[C:13]([O:15][C:16]([CH3:19])([CH3:18])[CH3:17])=[O:14])[CH3:21]. The catalyst class is: 1. (4) Reactant: [CH2:1]([O:3][C:4](=[O:55])[CH2:5][N:6]([C:8](=[O:54])[C@@H:9]([NH:25][C:26](=[O:53])[C@@H:27]([NH2:52])[CH2:28][CH2:29][CH2:30][NH:31]/[C:32](/[NH2:51])=[N:33]\[S:34]([C:37]1[C:38]([CH3:50])=[C:39]([CH3:49])[C:40]2[O:44][C:43]([CH3:46])([CH3:45])[CH2:42][C:41]=2[C:47]=1[CH3:48])(=[O:36])=[O:35])[CH2:10][N:11]([CH3:24])[S:12]([C:15]1[CH:20]=[CH:19][CH:18]=[CH:17][C:16]=1[N+:21]([O-:23])=[O:22])(=[O:14])=[O:13])[CH3:7])[CH3:2].CCN(C(C)C)C(C)C.[CH3:65][C:66](OC(C)=O)=[O:67]. Product: [CH2:1]([O:3][C:4](=[O:55])[CH2:5][N:6]([C:8](=[O:54])[C@@H:9]([NH:25][C:26](=[O:53])[C@@H:27]([NH:52][C:66](=[O:67])[CH3:65])[CH2:28][CH2:29][CH2:30][NH:31]/[C:32](/[NH2:51])=[N:33]\[S:34]([C:37]1[C:38]([CH3:50])=[C:39]([CH3:49])[C:40]2[O:44][C:43]([CH3:45])([CH3:46])[CH2:42][C:41]=2[C:47]=1[CH3:48])(=[O:35])=[O:36])[CH2:10][N:11]([CH3:24])[S:12]([C:15]1[CH:20]=[CH:19][CH:18]=[CH:17][C:16]=1[N+:21]([O-:23])=[O:22])(=[O:14])=[O:13])[CH3:7])[CH3:2]. The catalyst class is: 22. (5) The catalyst class is: 30. Product: [C:27]([O:26][C:25]([NH:24][C@@H:17]([C:18]1([CH3:23])[CH2:19][CH2:20][CH2:21][CH2:22]1)[C:16]([OH:32])=[O:37])=[O:31])([CH3:28])([CH3:29])[CH3:30]. Reactant: OO.C([C@H]1COC(=O)N1[C:16](=[O:32])[C@@H:17]([NH:24][C:25](=[O:31])[O:26][C:27]([CH3:30])([CH3:29])[CH3:28])[C:18]1([CH3:23])[CH2:22][CH2:21][CH2:20][CH2:19]1)C1C=CC=CC=1.O.[OH-].[Li+].S([O-])([O-])=[O:37].[Na+].[Na+].C(=O)([O-])O.[Na+].Cl.